This data is from TCR-epitope binding with 47,182 pairs between 192 epitopes and 23,139 TCRs. The task is: Binary Classification. Given a T-cell receptor sequence (or CDR3 region) and an epitope sequence, predict whether binding occurs between them. The epitope is LPPAYTNSF. The TCR CDR3 sequence is CATLAGEGEQFF. Result: 0 (the TCR does not bind to the epitope).